This data is from Catalyst prediction with 721,799 reactions and 888 catalyst types from USPTO. The task is: Predict which catalyst facilitates the given reaction. (1) Reactant: [CH2:1]([N:3]1[C:7]2=[N:8][C:9]([CH2:26][O:27][CH3:28])=[C:10]([C:19](OC(C)(C)C)=[O:20])[C:11]([C:12]3[CH:13]=[N:14][CH:15]=[C:16]([CH3:18])[CH:17]=3)=[C:6]2[CH:5]=[N:4]1)[CH3:2].[H-].C([Al+]CC(C)C)C(C)C. Product: [CH2:1]([N:3]1[C:7]2=[N:8][C:9]([CH2:26][O:27][CH3:28])=[C:10]([CH2:19][OH:20])[C:11]([C:12]3[CH:13]=[N:14][CH:15]=[C:16]([CH3:18])[CH:17]=3)=[C:6]2[CH:5]=[N:4]1)[CH3:2]. The catalyst class is: 11. (2) Reactant: [Cl:1][C:2]1[CH:3]=[C:4]([CH2:11][CH2:12][NH:13][C:14](=[O:17])[CH2:15][CH3:16])[CH:5]=[C:6]([CH2:9][OH:10])[C:7]=1[Cl:8].C(=O)(O)[O-].[Na+]. Product: [Cl:1][C:2]1[CH:3]=[C:4]([CH2:11][CH2:12][NH:13][C:14](=[O:17])[CH2:15][CH3:16])[CH:5]=[C:6]([CH:9]=[O:10])[C:7]=1[Cl:8]. The catalyst class is: 4. (3) The catalyst class is: 18. Reactant: CCN(C(C)C)C(C)C.[Cl:10][C:11]1[C:19]([F:20])=[CH:18][C:14]([C:15]([OH:17])=O)=[C:13]([F:21])[CH:12]=1.C1C=CC2N(O)N=NC=2C=1.CCN=C=NCCCN(C)C.Cl.[O:44]=[C:45]([N:62]1[CH2:67][CH2:66][NH:65][CH2:64][CH2:63]1)[CH2:46][NH:47][C:48]([C:50]1[CH:55]=[CH:54][C:53]([C:56]2[CH:61]=[CH:60][CH:59]=[CH:58][CH:57]=2)=[CH:52][CH:51]=1)=[O:49]. Product: [Cl:10][C:11]1[C:19]([F:20])=[CH:18][C:14]([C:15]([N:65]2[CH2:64][CH2:63][N:62]([C:45](=[O:44])[CH2:46][NH:47][C:48]([C:50]3[CH:55]=[CH:54][C:53]([C:56]4[CH:61]=[CH:60][CH:59]=[CH:58][CH:57]=4)=[CH:52][CH:51]=3)=[O:49])[CH2:67][CH2:66]2)=[O:17])=[C:13]([F:21])[CH:12]=1. (4) Reactant: [CH3:1][C:2]1[CH:9]=[C:8]([C:10]2[S:11][C:12]3[C:17]([N:18]=2)=[CH:16][CH:15]=[C:14]([C:19]2([C:22]4[CH:27]=[CH:26][CH:25]=[CH:24][CH:23]=4)[CH2:21][CH2:20]2)[N:13]=3)[CH:7]=[C:6]([CH3:28])[C:3]=1[CH:4]=O.[NH:29]1[CH2:32][CH:31]([C:33]([OH:35])=[O:34])[CH2:30]1.C(O)(=O)C.C([BH3-])#N.[Na+]. Product: [CH3:1][C:2]1[CH:9]=[C:8]([C:10]2[S:11][C:12]3[C:17]([N:18]=2)=[CH:16][CH:15]=[C:14]([C:19]2([C:22]4[CH:27]=[CH:26][CH:25]=[CH:24][CH:23]=4)[CH2:20][CH2:21]2)[N:13]=3)[CH:7]=[C:6]([CH3:28])[C:3]=1[CH2:4][N:29]1[CH2:32][CH:31]([C:33]([OH:35])=[O:34])[CH2:30]1. The catalyst class is: 61. (5) Product: [Cl:24][C:18]1[C:17]([CH3:25])=[C:16]([NH:15][C@@H:11]([C:10]2[O:7][C:6]([C:5]3[CH:4]=[CH:3][C:2]([Cl:1])=[CH:28][CH:27]=3)=[N:8][N:9]=2)[C@@H:12]([OH:14])[CH3:13])[CH:21]=[CH:20][C:19]=1[C:22]#[N:23]. The catalyst class is: 1. Reactant: [Cl:1][C:2]1[CH:28]=[CH:27][C:5]([C:6]([NH:8][NH:9][C:10](=O)[C@H:11]([NH:15][C:16]2[CH:21]=[CH:20][C:19]([C:22]#[N:23])=[C:18]([Cl:24])[C:17]=2[CH3:25])[C@@H:12]([OH:14])[CH3:13])=[O:7])=[CH:4][CH:3]=1.C1(C)C=CC(S(O)(=O)=O)=CC=1.CCN(P1(N(C)CCCN1C)=NC(C)(C)C)CC. (6) Reactant: N(OCCC(C)C)=O.N[C:10]1[C:20]([O:21][CH2:22][CH3:23])=[CH:19][C:13]([C:14]([O:16][CH2:17][CH3:18])=[O:15])=[CH:12][C:11]=1[Cl:24].[I:25]CI. Product: [Cl:24][C:11]1[CH:12]=[C:13]([CH:19]=[C:20]([O:21][CH2:22][CH3:23])[C:10]=1[I:25])[C:14]([O:16][CH2:17][CH3:18])=[O:15]. The catalyst class is: 10. (7) Reactant: [C:1]([O:5][C:6]([N:8]1[CH2:12][C@H:11]([F:13])[CH2:10][C@H:9]1[C:14]([OH:16])=O)=[O:7])([CH3:4])([CH3:3])[CH3:2].CCN(C(C)C)C(C)C.CN(C(ON1N=NC2C=CC=NC1=2)=[N+](C)C)C.F[P-](F)(F)(F)(F)F.[CH3:50][O:51][C:52]1[C:53]([CH2:68][NH2:69])=[CH:54][C:55]([C:58]2[CH:59]=[N:60][C:61]([C:64]([F:67])([F:66])[F:65])=[N:62][CH:63]=2)=[N:56][CH:57]=1. Product: [F:13][C@H:11]1[CH2:12][N:8]([C:6]([O:5][C:1]([CH3:2])([CH3:3])[CH3:4])=[O:7])[C@H:9]([C:14](=[O:16])[NH:69][CH2:68][C:53]2[C:52]([O:51][CH3:50])=[CH:57][N:56]=[C:55]([C:58]3[CH:63]=[N:62][C:61]([C:64]([F:67])([F:66])[F:65])=[N:60][CH:59]=3)[CH:54]=2)[CH2:10]1. The catalyst class is: 35.